This data is from Forward reaction prediction with 1.9M reactions from USPTO patents (1976-2016). The task is: Predict the product of the given reaction. (1) Given the reactants [F:1][C:2]1[CH:10]=[CH:9][C:8]([C:11]2[CH:16]=[CH:15][CH:14]=[C:13]([F:17])[CH:12]=2)=[CH:7][C:3]=1[C:4](O)=[O:5].Cl.[CH3:19][O:20][NH:21][CH3:22].C(N(CC)CC)C.C1C=CC2N(O)N=NC=2C=1.C(Cl)CCl, predict the reaction product. The product is: [F:1][C:2]1[CH:10]=[CH:9][C:8]([C:11]2[CH:16]=[CH:15][CH:14]=[C:13]([F:17])[CH:12]=2)=[CH:7][C:3]=1[C:4]([N:21]([O:20][CH3:19])[CH3:22])=[O:5]. (2) Given the reactants Br[C:2]1[CH:23]=[CH:22][C:5]([C:6]([NH:8][S:9]([C:12]2[CH:17]=[CH:16][CH:15]=[CH:14][C:13]=2[S:18](=[O:21])(=[O:20])[NH2:19])(=[O:11])=[O:10])=[O:7])=[CH:4][CH:3]=1.[C:24]([C:26]1[CH:31]=[CH:30][C:29]([F:32])=[CH:28][CH:27]=1)#[CH:25], predict the reaction product. The product is: [F:32][C:29]1[CH:30]=[CH:31][C:26]([C:24]#[C:25][C:2]2[CH:23]=[CH:22][C:5]([C:6]([NH:8][S:9]([C:12]3[CH:17]=[CH:16][CH:15]=[CH:14][C:13]=3[S:18](=[O:21])(=[O:20])[NH2:19])(=[O:11])=[O:10])=[O:7])=[CH:4][CH:3]=2)=[CH:27][CH:28]=1. (3) Given the reactants C(OC(=O)[NH:7][C@H:8]([CH2:32][C:33]1[CH:38]=[C:37]([F:39])[C:36]([F:40])=[CH:35][C:34]=1[F:41])[CH2:9][C:10]([N:12]1[CH2:17][CH2:16][N:15]2[C:18]([C:28]([F:31])([F:30])[F:29])=[N:19][C:20]([C:21]([CH:23]3[CH2:27][CH2:26][CH2:25][CH2:24]3)=[O:22])=[C:14]2[CH2:13]1)=[O:11])(C)(C)C.[ClH:43], predict the reaction product. The product is: [ClH:43].[NH2:7][C@H:8]([CH2:32][C:33]1[CH:38]=[C:37]([F:39])[C:36]([F:40])=[CH:35][C:34]=1[F:41])[CH2:9][C:10]([N:12]1[CH2:17][CH2:16][N:15]2[C:18]([C:28]([F:31])([F:29])[F:30])=[N:19][C:20]([C:21]([CH:23]3[CH2:27][CH2:26][CH2:25][CH2:24]3)=[O:22])=[C:14]2[CH2:13]1)=[O:11]. (4) Given the reactants Cl.[C:2]1([C:8]2[CH:14]=[CH:13][C:12]([C:15]3[CH:20]=[CH:19][CH:18]=[CH:17][CH:16]=3)=[CH:11][C:9]=2N)[CH:7]=[CH:6][CH:5]=[CH:4][CH:3]=1.N([O-])=O.[Na+].[I-:25].[K+].S(S([O-])=O)(O)=O.[Na+], predict the reaction product. The product is: [C:2]1([C:8]2[CH:14]=[CH:13][C:12]([C:15]3[CH:20]=[CH:19][CH:18]=[CH:17][CH:16]=3)=[CH:11][C:9]=2[I:25])[CH:7]=[CH:6][CH:5]=[CH:4][CH:3]=1.